From a dataset of Full USPTO retrosynthesis dataset with 1.9M reactions from patents (1976-2016). Predict the reactants needed to synthesize the given product. (1) Given the product [F:34][C:30]1[CH:29]=[C:28]([CH:33]=[CH:32][CH:31]=1)[CH2:27][NH:26][C:24](=[O:25])[CH:20]([CH3:19])[C:21]([NH:1][CH:2]1[C:8](=[O:9])[N:7]([CH3:10])[C:6]2[CH:11]=[CH:12][CH:13]=[CH:14][C:5]=2[C:4]2[CH:15]=[CH:16][CH:17]=[CH:18][C:3]1=2)=[O:22], predict the reactants needed to synthesize it. The reactants are: [NH2:1][CH:2]1[C:8](=[O:9])[N:7]([CH3:10])[C:6]2[CH:11]=[CH:12][CH:13]=[CH:14][C:5]=2[C:4]2[CH:15]=[CH:16][CH:17]=[CH:18][C:3]1=2.[CH3:19][CH:20]([C:24]([NH:26][CH2:27][C:28]1[CH:33]=[CH:32][CH:31]=[C:30]([F:34])[CH:29]=1)=[O:25])[C:21](O)=[O:22]. (2) Given the product [Cl:10][C:8]1[CH:7]=[CH:6][C:5]([O:11][CH2:12][C:13]([N:15]2[CH2:20][C@H:19]([CH3:21])[N:18]([CH2:22][C:23]3[CH:24]=[CH:25][C:26]([F:29])=[CH:27][CH:28]=3)[CH2:17][C@H:16]2[CH3:30])=[O:14])=[C:4]([CH:9]=1)[C:3]([OH:31])=[O:2], predict the reactants needed to synthesize it. The reactants are: C[O:2][C:3](=[O:31])[C:4]1[CH:9]=[C:8]([Cl:10])[CH:7]=[CH:6][C:5]=1[O:11][CH2:12][C:13]([N:15]1[CH2:20][C@H:19]([CH3:21])[N:18]([CH2:22][C:23]2[CH:28]=[CH:27][C:26]([F:29])=[CH:25][CH:24]=2)[CH2:17][C@H:16]1[CH3:30])=[O:14].O.[OH-].[Li+].C(OCC)C. (3) Given the product [NH2:1][C:2]1[C:3]([F:10])=[C:4]([CH:5]=[CH:6][C:7]=1[F:8])[O:9][CH2:18][C:19]([O:21][CH:22]([CH3:24])[CH3:23])=[O:20], predict the reactants needed to synthesize it. The reactants are: [NH2:1][C:2]1[C:3]([F:10])=[C:4]([OH:9])[CH:5]=[CH:6][C:7]=1[F:8].C([O-])([O-])=O.[Na+].[Na+].Br[CH2:18][C:19]([O:21][CH:22]([CH3:24])[CH3:23])=[O:20]. (4) Given the product [Br:1][C:2]1[CH:7]=[C:6]([C:8]2[O:12][N:11]=[C:10]([C:13]3[CH:18]=[CH:17][C:16]([OH:19])=[CH:15][CH:14]=3)[N:9]=2)[CH:5]=[CH:4][N:3]=1, predict the reactants needed to synthesize it. The reactants are: [Br:1][C:2]1[CH:7]=[C:6]([C:8]2[O:12][N:11]=[C:10]([C:13]3[CH:18]=[CH:17][C:16]([O:19]C)=[CH:15][CH:14]=3)[N:9]=2)[CH:5]=[CH:4][N:3]=1.[N+](C1C=C(C2OC3C=C(O)C=CC=3C=2)C=CN=1)([O-])=O. (5) Given the product [NH2:15][C:4]1[N:3]=[C:2]([NH:16][C:17]2[CH:22]=[CH:21][C:20]([C:23](=[O:25])[CH3:24])=[CH:19][CH:18]=2)[CH:7]=[C:6]([C:8]2[CH:13]=[CH:12][CH:11]=[C:10]([Cl:14])[CH:9]=2)[N:5]=1, predict the reactants needed to synthesize it. The reactants are: Cl[C:2]1[CH:7]=[C:6]([C:8]2[CH:13]=[CH:12][CH:11]=[C:10]([Cl:14])[CH:9]=2)[N:5]=[C:4]([NH2:15])[N:3]=1.[NH2:16][C:17]1[CH:22]=[CH:21][C:20]([C:23](=[O:25])[CH3:24])=[CH:19][CH:18]=1. (6) Given the product [F:18][C:2]([F:1])([F:19])[C:3]1[CH:4]=[CH:5][C:6]([C@@H:9]2[CH2:13][CH2:12][NH:11][C@@H:10]2[CH2:14][OH:15])=[CH:7][CH:8]=1, predict the reactants needed to synthesize it. The reactants are: [F:1][C:2]([F:19])([F:18])[C:3]1[CH:8]=[CH:7][C:6]([C@@H:9]2[CH2:13][CH2:12][NH:11][C@@H:10]2[C:14](OC)=[O:15])=[CH:5][CH:4]=1.B.C1COCC1.